This data is from Reaction yield outcomes from USPTO patents with 853,638 reactions. The task is: Predict the reaction yield, written as a fraction of the theoretical maximum amount of product (1.0 means a 100% yield; for example, 0.34 means a 34% yield). (1) The reactants are [F:1][C:2]([F:7])([F:6])[C:3]([OH:5])=[O:4].[C:8]([C:11]1[CH:29]=[CH:28][C:14]([O:15][C:16]([C:18]2[S:22][C:21]([CH2:23][CH2:24][C:25]([OH:27])=O)=[CH:20][CH:19]=2)=[O:17])=[C:13]([F:30])[CH:12]=1)(=[NH:10])[NH2:9]. The catalyst is S(Cl)(Cl)=O. The product is [F:1][C:2]([F:7])([F:6])[C:3]([OH:5])=[O:4].[F:1][C:2]([F:7])([F:6])[C:3]([OH:5])=[O:4].[C:8]([C:11]1[CH:29]=[CH:28][C:14]([O:15][C:16]([C:18]2[S:22][C:21]([CH2:23][CH2:24][C:25]([N:9]([CH2:8][CH:11]=[CH2:12])[CH2:2][C:3]([OH:5])=[O:4])=[O:27])=[CH:20][CH:19]=2)=[O:17])=[C:13]([F:30])[CH:12]=1)(=[NH:10])[NH2:9]. The yield is 0.00100. (2) The reactants are [CH:1]1([C:4]2[CH:13]=[CH:12][C:7]([C:8]([O:10][CH3:11])=[O:9])=[C:6]([CH3:14])[CH:5]=2)[CH2:3][CH2:2]1.[I:15]I.S(=O)(=O)(O)O.O. The catalyst is CC(O)=O.C(OCC)(=O)C. The product is [CH:1]1([C:4]2[C:13]([I:15])=[CH:12][C:7]([C:8]([O:10][CH3:11])=[O:9])=[C:6]([CH3:14])[CH:5]=2)[CH2:2][CH2:3]1. The yield is 0.450. (3) The reactants are [CH2:1](Br)[C:2]1[CH:7]=[CH:6][CH:5]=[CH:4][CH:3]=1.[NH2:9][C@H:10]1[CH2:15][CH2:14][C@H:13]([OH:16])[CH2:12][CH2:11]1.C(=O)([O-])[O-].[K+].[K+]. The catalyst is C(#N)C. The product is [CH2:1]([N:9]([CH2:1][C:2]1[CH:7]=[CH:6][CH:5]=[CH:4][CH:3]=1)[C@H:10]1[CH2:15][CH2:14][C@H:13]([OH:16])[CH2:12][CH2:11]1)[C:2]1[CH:7]=[CH:6][CH:5]=[CH:4][CH:3]=1. The yield is 0.468. (4) The reactants are [SH:1][C:2]1[CH:7]=[CH:6][CH:5]=[CH:4][N:3]=1.Br[CH2:9][C:10]([O:12][CH3:13])=[O:11].CCN(CC)CC. The catalyst is CC#N. The product is [CH3:13][O:12][C:10](=[O:11])[CH2:9][S:1][C:2]1[CH:7]=[CH:6][CH:5]=[CH:4][N:3]=1. The yield is 0.940. (5) The reactants are C(OC([N:8]([C@H:13]1[C:21]2[C:16](=[C:17]([C:22]3[N:26]=[C:25]([C:27]4[CH:32]=[CH:31][C:30]([O:33][CH:34]([CH3:36])[CH3:35])=[C:29]([C:37]#[N:38])[CH:28]=4)[O:24][N:23]=3)[CH:18]=[CH:19][CH:20]=2)[CH2:15][CH2:14]1)[CH2:9][C:10]([OH:12])=O)=O)(C)(C)C.C1C=CC2N(O)N=NC=2C=1.C(Cl)C[Cl:51].[CH3:53][NH:54][CH3:55]. The catalyst is CN(C=O)C.O. The product is [ClH:51].[C:37]([C:29]1[CH:28]=[C:27]([C:25]2[O:24][N:23]=[C:22]([C:17]3[CH:18]=[CH:19][CH:20]=[C:21]4[C:16]=3[CH2:15][CH2:14][C@H:13]4[NH:8][CH2:9][C:10]([N:54]([CH3:55])[CH3:53])=[O:12])[N:26]=2)[CH:32]=[CH:31][C:30]=1[O:33][CH:34]([CH3:35])[CH3:36])#[N:38]. The yield is 0.740.